Dataset: Rat liver microsome stability data. Task: Regression/Classification. Given a drug SMILES string, predict its absorption, distribution, metabolism, or excretion properties. Task type varies by dataset: regression for continuous measurements (e.g., permeability, clearance, half-life) or binary classification for categorical outcomes (e.g., BBB penetration, CYP inhibition). Dataset: rlm. The drug is CC(=O)Nc1nc(-c2ccc3c(c2)CCN3C(=O)c2ccccc2C)c(C)s1. The result is 1 (stable in rat liver microsomes).